This data is from Forward reaction prediction with 1.9M reactions from USPTO patents (1976-2016). The task is: Predict the product of the given reaction. (1) Given the reactants [CH3:1][O:2][CH2:3][CH2:4][O:5][CH2:6][O:7][C:8]1[CH:13]=[CH:12][C:11]([C@@H:14]2[CH2:16][C@H:15]2[N+:17]([O-])=O)=[CH:10][CH:9]=1.Cl.[OH-].[Na+], predict the reaction product. The product is: [CH3:1][O:2][CH2:3][CH2:4][O:5][CH2:6][O:7][C:8]1[CH:9]=[CH:10][C:11]([C@@H:14]2[CH2:16][C@H:15]2[NH2:17])=[CH:12][CH:13]=1. (2) Given the reactants [Li+].C[Si]([N-][Si](C)(C)C)(C)C.[CH:11]1([C:14]#[CH:15])[CH2:13][CH2:12]1.[Cl:16][C:17]1[CH:22]=[CH:21][C:20]([NH:23][C:24]([C@@:26]23[C:32]([CH3:34])([CH3:33])[C@@:29]([CH3:35])([CH2:30][CH2:31]2)[C:28](=[O:36])[O:27]3)=[O:25])=[C:19]([C:37](=[O:42])[C:38]([F:41])([F:40])[F:39])[CH:18]=1, predict the reaction product. The product is: [Cl:16][C:17]1[CH:22]=[CH:21][C:20]([NH:23][C:24]([C@@:26]23[C:32]([CH3:33])([CH3:34])[C@@:29]([CH3:35])([CH2:30][CH2:31]2)[C:28](=[O:36])[O:27]3)=[O:25])=[C:19]([C@@:37]([OH:42])([C:15]#[C:14][CH:11]2[CH2:13][CH2:12]2)[C:38]([F:39])([F:40])[F:41])[CH:18]=1. (3) Given the reactants [OH:1][C:2]1([C:12]#[C:13]/[C:14](/[C:21]([F:24])([F:23])[F:22])=[CH:15]\[C:16]([O:18]CC)=[O:17])[C:7]([CH3:9])([CH3:8])[CH2:6][C:5](=[O:10])[CH:4]=[C:3]1[CH3:11].[OH-].[Na+].Cl, predict the reaction product. The product is: [OH:1][C:2]1([C:12]#[C:13]/[C:14](/[C:21]([F:22])([F:23])[F:24])=[CH:15]\[C:16]([OH:18])=[O:17])[C:7]([CH3:8])([CH3:9])[CH2:6][C:5](=[O:10])[CH:4]=[C:3]1[CH3:11]. (4) Given the reactants [Cl:1][C:2]1[CH:7]=[CH:6][C:5]([CH:8]([CH2:12][OH:13])[C:9]([OH:11])=O)=[CH:4][CH:3]=1.[NH2:14][C:15]1[CH:16]=[C:17]([C:21]([C:23]2[C:31]3[CH:30]=[N:29][CH:28]=[N:27][C:26]=3[N:25]([CH:32]([CH3:34])[CH3:33])[CH:24]=2)=[O:22])[CH:18]=[N:19][CH:20]=1.C(N(C(C)C)CC)(C)C.CCN=C=NCCCN(C)C.Cl.C1C=CC2N(O)N=NC=2C=1, predict the reaction product. The product is: [Cl:1][C:2]1[CH:3]=[CH:4][C:5]([CH:8]([CH2:12][OH:13])[C:9]([NH:14][C:15]2[CH:20]=[N:19][CH:18]=[C:17]([C:21]([C:23]3[C:31]4[CH:30]=[N:29][CH:28]=[N:27][C:26]=4[N:25]([CH:32]([CH3:34])[CH3:33])[CH:24]=3)=[O:22])[CH:16]=2)=[O:11])=[CH:6][CH:7]=1. (5) Given the reactants Cl.Cl[CH2:3][C:4]1[C:9]([F:10])=[CH:8][CH:7]=[CH:6][N:5]=1.BrCC1CCCCO1.[NH:19]1[C:27]2[C:22](=[CH:23][CH:24]=[CH:25][CH:26]=2)[C@@:21]2([C:39]3[C:30](=[CH:31][C:32]4[O:37][CH2:36][CH2:35][O:34][C:33]=4[CH:38]=3)[O:29][CH2:28]2)[C:20]1=[O:40].N1C2C(=CC=CC=2)C2(COC3C=C4C(=CC2=3)CCO4)C1=O, predict the reaction product. The product is: [F:10][C:9]1[C:4]([CH2:3][N:19]2[C:27]3[C:22](=[CH:23][CH:24]=[CH:25][CH:26]=3)[C@@:21]3([C:39]4[C:30](=[CH:31][C:32]5[O:37][CH2:36][CH2:35][O:34][C:33]=5[CH:38]=4)[O:29][CH2:28]3)[C:20]2=[O:40])=[N:5][CH:6]=[CH:7][CH:8]=1.